This data is from Forward reaction prediction with 1.9M reactions from USPTO patents (1976-2016). The task is: Predict the product of the given reaction. (1) Given the reactants Cl[C:2]1[N:7]=[CH:6][C:5]([NH:8][C:9](=[O:11])[CH3:10])=[CH:4][C:3]=1[C:12]1[CH:13]=[CH:14][C:15]2[N:16]([C:18]([C:21]#[N:22])=[CH:19][N:20]=2)[CH:17]=1.[CH3:23][C:24]1[CH:29]=[CH:28][CH:27]=[C:26]([Sn](CCCC)(CCCC)CCCC)[N:25]=1, predict the reaction product. The product is: [C:21]([C:18]1[N:16]2[CH:17]=[C:12]([C:3]3[C:2]([C:26]4[CH:27]=[CH:28][CH:29]=[C:24]([CH3:23])[N:25]=4)=[N:7][CH:6]=[C:5]([NH:8][C:9](=[O:11])[CH3:10])[CH:4]=3)[CH:13]=[CH:14][C:15]2=[N:20][CH:19]=1)#[N:22]. (2) The product is: [O:14]=[C:6]([C:7]([F:12])([F:13])[CH:8]([OH:11])[CH2:9][CH3:10])[C:5]([F:4])([F:17])[F:16]. Given the reactants O(O)O.[F:4][C:5]([F:17])([F:16])[C:6](O)([OH:14])[C:7]([F:13])([F:12])[CH:8]([OH:11])[CH2:9][CH3:10], predict the reaction product. (3) Given the reactants C1C(=O)N([Cl:8])C(=O)C1.CSC.[CH2:12]([O:19][C:20]1[C:25]([CH2:26]O)=[C:24]([CH2:28][O:29][Si:30]([C:33]([CH3:36])([CH3:35])[CH3:34])([CH3:32])[CH3:31])[CH:23]=[C:22]([CH3:37])[N:21]=1)[C:13]1[CH:18]=[CH:17][CH:16]=[CH:15][CH:14]=1, predict the reaction product. The product is: [CH2:12]([O:19][C:20]1[C:25]([CH2:26][Cl:8])=[C:24]([CH2:28][O:29][Si:30]([C:33]([CH3:36])([CH3:35])[CH3:34])([CH3:32])[CH3:31])[CH:23]=[C:22]([CH3:37])[N:21]=1)[C:13]1[CH:18]=[CH:17][CH:16]=[CH:15][CH:14]=1. (4) Given the reactants Cl.[NH2:2][CH2:3][C:4]1[O:8][N:7]=[C:6]([C:9]2[CH:10]=[CH:11][C:12]([CH3:27])=[C:13]([NH:15][C:16]([C:18]3[N:22]4[CH:23]=[CH:24][CH:25]=[CH:26][C:21]4=[N:20][CH:19]=3)=[O:17])[CH:14]=2)[N:5]=1.Cl[C:29]([O:31][C:32]1[CH:37]=[CH:36][C:35]([N+:38]([O-:40])=[O:39])=[CH:34][CH:33]=1)=[O:30], predict the reaction product. The product is: [N:20]1[CH:19]=[C:18]([C:16]([NH:15][C:13]2[CH:14]=[C:9]([C:6]3[N:5]=[C:4]([CH2:3][NH:2][C:29](=[O:30])[O:31][C:32]4[CH:33]=[CH:34][C:35]([N+:38]([O-:40])=[O:39])=[CH:36][CH:37]=4)[O:8][N:7]=3)[CH:10]=[CH:11][C:12]=2[CH3:27])=[O:17])[N:22]2[CH:23]=[CH:24][CH:25]=[CH:26][C:21]=12. (5) Given the reactants [CH3:1][C:2]1[C:6]([CH:7]([OH:17])[CH2:8][CH2:9][CH2:10][C:11]2[CH:16]=[CH:15][CH:14]=[CH:13][CH:12]=2)=[C:5]([C:18]2[CH:23]=[CH:22][C:21](B3OC(C)(C)C(C)(C)O3)=[CH:20][CH:19]=2)[O:4][N:3]=1.[CH3:33][O:34][C:35](=[O:47])[CH2:36][CH2:37][C:38]([C:40]1[CH:45]=[CH:44][C:43](Br)=[CH:42][CH:41]=1)=[O:39], predict the reaction product. The product is: [CH3:33][O:34][C:35](=[O:47])[CH2:36][CH2:37][C:38]([C:40]1[CH:41]=[CH:42][C:43]([C:21]2[CH:20]=[CH:19][C:18]([C:5]3[O:4][N:3]=[C:2]([CH3:1])[C:6]=3[CH:7]([OH:17])[CH2:8][CH2:9][CH2:10][C:11]3[CH:16]=[CH:15][CH:14]=[CH:13][CH:12]=3)=[CH:23][CH:22]=2)=[CH:44][CH:45]=1)=[O:39]. (6) Given the reactants [Cl:1][C:2]1[C:3]([F:14])=[C:4]([CH:7]=[C:8]([C:10]([F:13])([F:12])[F:11])[CH:9]=1)[CH:5]=[O:6].S([O-])(O[O-])(=O)=[O:16].[K+].[K+].[OH-].[Na+].Cl, predict the reaction product. The product is: [Cl:1][C:2]1[C:3]([F:14])=[C:4]([CH:7]=[C:8]([C:10]([F:12])([F:13])[F:11])[CH:9]=1)[C:5]([OH:16])=[O:6].